The task is: Predict which catalyst facilitates the given reaction.. This data is from Catalyst prediction with 721,799 reactions and 888 catalyst types from USPTO. (1) Reactant: [CH3:1][S:2]([C:5]1[CH:10]=[CH:9][CH:8]=[CH:7][C:6]=1[S:11](Cl)(=[O:13])=[O:12])(=[O:4])=[O:3].[NH2:15][C:16]1[CH:17]=[C:18]2[C:22](=[CH:23][CH:24]=1)[N:21]([CH2:25][O:26][CH2:27][CH2:28][Si:29]([CH3:32])([CH3:31])[CH3:30])[N:20]=[C:19]2[CH2:33][CH2:34][C:35]1[CH:40]=[CH:39][CH:38]=[CH:37][CH:36]=1. Product: [CH3:1][S:2]([C:5]1[CH:10]=[CH:9][CH:8]=[CH:7][C:6]=1[S:11]([NH:15][C:16]1[CH:17]=[C:18]2[C:22](=[CH:23][CH:24]=1)[N:21]([CH2:25][O:26][CH2:27][CH2:28][Si:29]([CH3:32])([CH3:30])[CH3:31])[N:20]=[C:19]2[CH2:33][CH2:34][C:35]1[CH:36]=[CH:37][CH:38]=[CH:39][CH:40]=1)(=[O:13])=[O:12])(=[O:4])=[O:3]. The catalyst class is: 228. (2) Reactant: N1(C2N=[C:9]([CH2:16][CH2:17][CH2:18][NH2:19])[C:10]3SC[CH2:13][C:11]=3N=2)CCNCC1.[CH2:20]([NH:23][C:24]1[C:25]2[S:47][CH2:46][CH2:45][C:26]=2[N:27]=[C:28]([N:30]2[CH2:35][CH2:34][N:33](C3C=C(C=CC=3)C(O)=O)[CH2:32][CH2:31]2)[N:29]=1)[CH2:21][CH3:22].CC1(C)C2C(=C(P(C3C=CC=CC=3)C3C=CC=CC=3)C=CC=2)OC2C(P(C3C=CC=CC=3)C3C=CC=CC=3)=CC=CC1=2.C(=O)([O-])[O-].[Cs+].[Cs+]. The catalyst class is: 493. Product: [CH2:20]([NH:23][C:24]1[C:25]2[S:47][CH2:46][CH2:45][C:26]=2[N:27]=[C:28]([N:30]2[CH2:35][CH2:34][N:33]([C:10]3[CH:9]=[CH:16][C:17]([C:18]#[N:19])=[CH:13][CH:11]=3)[CH2:32][CH2:31]2)[N:29]=1)[CH2:21][CH3:22]. (3) Reactant: [CH3:1][O:2][C:3](=[O:29])[C@H:4]([OH:28])[CH:5]([NH:20]C(OC(C)(C)C)=O)[CH2:6][C:7]1[CH:12]=[CH:11][C:10]([C:13]2[CH:18]=[CH:17][CH:16]=[C:15]([Cl:19])[CH:14]=2)=[CH:9][CH:8]=1.Cl. Product: [ClH:19].[CH3:1][O:2][C:3](=[O:29])[C@H:4]([OH:28])[CH:5]([NH2:20])[CH2:6][C:7]1[CH:8]=[CH:9][C:10]([C:13]2[CH:18]=[CH:17][CH:16]=[C:15]([Cl:19])[CH:14]=2)=[CH:11][CH:12]=1. The catalyst class is: 12. (4) Reactant: [C:1]([O:5][C:6]([NH:8][C@H:9]([C:17]([OH:19])=O)[CH2:10][C:11]1[CH:16]=[CH:15][CH:14]=[CH:13][N:12]=1)=[O:7])([CH3:4])([CH3:3])[CH3:2].Cl.[NH:21]1[CH2:29][CH2:28][CH2:27][C@H:22]1[C:23]([O:25]C)=[O:24].C(N(CC)CC)C.C1C=NC2N(O)N=NC=2C=1.C(Cl)CCl. Product: [C:1]([O:5][C:6]([NH:8][C@H:9]([C:17]([N:21]1[CH2:29][CH2:28][CH2:27][C@H:22]1[C:23]([OH:25])=[O:24])=[O:19])[CH2:10][C:11]1[CH:16]=[CH:15][CH:14]=[CH:13][N:12]=1)=[O:7])([CH3:2])([CH3:3])[CH3:4]. The catalyst class is: 31. (5) Reactant: O1CCCC1.[CH3:6][O:7][C:8]([C:10]1[CH:19]=[C:18]2[C:13]([C@@H:14]([NH2:20])[CH2:15][CH2:16][S:17]2)=[CH:12][CH:11]=1)=[O:9].C(=O)([O-])[O-].[K+].[K+].[C:27]([O:31][C:32](O[C:32]([O:31][C:27]([CH3:30])([CH3:29])[CH3:28])=[O:33])=[O:33])([CH3:30])([CH3:29])[CH3:28]. Product: [CH3:6][O:7][C:8]([C:10]1[CH:19]=[C:18]2[C:13]([C@@H:14]([NH:20][C:32]([O:31][C:27]([CH3:30])([CH3:29])[CH3:28])=[O:33])[CH2:15][CH2:16][S:17]2)=[CH:12][CH:11]=1)=[O:9]. The catalyst class is: 6. (6) Reactant: [C:1]([NH2:10])(=[O:9])[C:2]1[C:3](=[CH:5][CH:6]=[CH:7][CH:8]=1)[NH2:4].[N:11]1[CH:16]=[CH:15][C:14]([CH:17]=O)=[CH:13][CH:12]=1.ClC1C(=O)C(C#N)=C(C#N)C(=O)C=1Cl. Product: [N:11]1[CH:16]=[CH:15][C:14]([C:17]2[NH:10][C:1](=[O:9])[C:2]3[C:3](=[CH:5][CH:6]=[CH:7][CH:8]=3)[N:4]=2)=[CH:13][CH:12]=1. The catalyst class is: 5. (7) Reactant: Cl[C:2]1[CH:7]=[C:6]([C:8]2[N:13]=[C:12]([N:14]3[CH2:18][CH2:17][CH2:16][CH:15]3[CH2:19][O:20][CH3:21])[N:11]([CH3:22])[C:10](=[O:23])[C:9]=2[C:24]2[CH:25]=[C:26]([CH3:30])[CH:27]=[CH:28][CH:29]=2)[CH:5]=[CH:4][N:3]=1.[CH3:31][C@H:32]([NH2:39])[C:33]1[CH:38]=[CH:37][CH:36]=[CH:35][CH:34]=1.C1C=CC(P(C2C(C3C(P(C4C=CC=CC=4)C4C=CC=CC=4)=CC=C4C=3C=CC=C4)=C3C(C=CC=C3)=CC=2)C2C=CC=CC=2)=CC=1.CC([O-])(C)C.[Na+]. Product: [CH3:21][O:20][CH2:19][CH:15]1[CH2:16][CH2:17][CH2:18][N:14]1[C:12]1[N:11]([CH3:22])[C:10](=[O:23])[C:9]([C:24]2[CH:25]=[C:26]([CH3:30])[CH:27]=[CH:28][CH:29]=2)=[C:8]([C:6]2[CH:5]=[CH:4][N:3]=[C:2]([NH:39][CH:32]([C:33]3[CH:38]=[CH:37][CH:36]=[CH:35][CH:34]=3)[CH3:31])[CH:7]=2)[N:13]=1. The catalyst class is: 718. (8) Reactant: C(OC([N:8]([C:26]1[CH:31]=[CH:30][N:29]=[C:28]([C:32]2[CH:37]=[CH:36][CH:35]=[C:34]([O:38][CH2:39][C:40]([NH:42][CH:43]([CH3:45])[CH3:44])=[O:41])[CH:33]=2)[N:27]=1)[C:9]1[CH:10]=[C:11]2[C:15](=[CH:16][C:17]=1[F:18])[N:14](C(OC(C)(C)C)=O)[N:13]=[CH:12]2)=O)(C)(C)C.[ClH:46].CCOC(C)=O. Product: [ClH:46].[F:18][C:17]1[CH:16]=[C:15]2[C:11]([CH:12]=[N:13][NH:14]2)=[CH:10][C:9]=1[NH:8][C:26]1[CH:31]=[CH:30][N:29]=[C:28]([C:32]2[CH:33]=[C:34]([CH:35]=[CH:36][CH:37]=2)[O:38][CH2:39][C:40]([NH:42][CH:43]([CH3:45])[CH3:44])=[O:41])[N:27]=1. The catalyst class is: 25. (9) Reactant: [N+:1]([C:4]1[CH:5]=[C:6]2[C:10](=[CH:11][CH:12]=1)[N:9]([CH2:13][C:14]1[CH:15]=[N:16][CH:17]=[CH:18][CH:19]=1)[CH:8]=[CH:7]2)([O-])=O. Product: [N:16]1[CH:17]=[CH:18][CH:19]=[C:14]([CH2:13][N:9]2[C:10]3[C:6](=[CH:5][C:4]([NH2:1])=[CH:12][CH:11]=3)[CH:7]=[CH:8]2)[CH:15]=1. The catalyst class is: 696.